The task is: Predict the reaction yield, written as a fraction of the theoretical maximum amount of product (1.0 means a 100% yield; for example, 0.34 means a 34% yield).. This data is from Reaction yield outcomes from USPTO patents with 853,638 reactions. (1) The reactants are Br[C:2]1[CH:3]=[C:4]([C:8]2([C:11]([O-:13])=[O:12])[CH2:10][CH2:9]2)[CH:5]=[N:6][CH:7]=1.[K+].[CH3:15][N:16]1[C:25]2[C:20](=[CH:21][C:22](B3OC(C)(C)C(C)(C)O3)=[CH:23][CH:24]=2)[CH2:19][CH2:18][C:17]1=[O:35].C([O-])([O-])=O.[Na+].[Na+]. The catalyst is C1C=CC(P(C2C=CC=CC=2)C2C=CC=CC=2)=CC=1.C1C=CC(P(C2C=CC=CC=2)C2C=CC=CC=2)=CC=1.Cl[Pd]Cl.CN(C=O)C. The product is [CH3:15][N:16]1[C:25]2[C:20](=[CH:21][C:22]([C:2]3[CH:3]=[C:4]([C:8]4([C:11]([OH:13])=[O:12])[CH2:10][CH2:9]4)[CH:5]=[N:6][CH:7]=3)=[CH:23][CH:24]=2)[CH2:19][CH2:18][C:17]1=[O:35]. The yield is 1.00. (2) The reactants are [CH3:1][O:2][C:3]1[S:7][C:6]([C:8]([OH:10])=[O:9])=[CH:5][CH:4]=1.OS(O)(=O)=O.[C:16]([O-])(O)=O.[Na+].[OH-].[Na+]. The catalyst is CO. The product is [CH3:1][O:2][C:3]1[S:7][C:6]([C:8]([O:10][CH3:16])=[O:9])=[CH:5][CH:4]=1. The yield is 0.560. (3) The reactants are OCC[C@@H](NC(=O)OC(C)(C)C)CC1C=CC(C2N=C3C(C(O)C)=CC=CN3C=2)=CC=1.Cl.O1CCOCC1.C([N:42]([CH2:46][CH3:47])C(C)C)(C)C.Cl[C:49]1[CH:50]=[C:51]([CH:66]=C[C:68]=1[O:69][CH:70]([CH3:72])[CH3:71])[C:52]([O:54][C:55]1C(F)=C(F)C(F)=C(F)C=1F)=[O:53]. The catalyst is O. The product is [C:46]([C:47]1[CH:66]=[C:51]([CH:50]=[CH:49][C:68]=1[O:69][CH:70]([CH3:72])[CH3:71])[C:52]([O:54][CH3:55])=[O:53])#[N:42]. The yield is 0.530. (4) The product is [C:1]([N:4]1[C:13]2[C:8](=[CH:9][C:10]([C:14]#[N:15])=[CH:11][CH:12]=2)[C@H:7]([NH:16][C:22]2[N:31]=[CH:30][CH:29]=[CH:28][C:23]=2[C:24]([O:26][CH3:27])=[O:25])[C@@H:6]([CH3:17])[C@@H:5]1[CH:18]1[CH2:20][CH2:19]1)(=[O:3])[CH3:2]. The yield is 0.230. The reactants are [C:1]([N:4]1[C:13]2[C:8](=[CH:9][C:10]([C:14]#[N:15])=[CH:11][CH:12]=2)[C@H:7]([NH2:16])[C@@H:6]([CH3:17])[C@@H:5]1[CH:18]1[CH2:20][CH2:19]1)(=[O:3])[CH3:2].F[C:22]1[N:31]=[CH:30][CH:29]=[CH:28][C:23]=1[C:24]([O:26][CH3:27])=[O:25].CCN(CC)CC. The catalyst is CN1CCCC1=O.